Predict the product of the given reaction. From a dataset of Forward reaction prediction with 1.9M reactions from USPTO patents (1976-2016). (1) Given the reactants [C:1]([N:4]1[CH2:9][CH2:8][C:7]([C:11]2[CH:16]=[CH:15][C:14]([NH:17][C:18]([C:20]3[NH:21][CH:22]=[C:23]([C:25]#[N:26])[N:24]=3)=[O:19])=[C:13]([C:27]3[CH2:32][CH2:31][C:30]([CH3:34])([CH3:33])[CH2:29][CH:28]=3)[CH:12]=2)(O)[CH2:6][CH2:5]1)(=[O:3])[CH3:2].[N-:35]=[N+:36]=[N-:37].[Na+].C(O)(C(F)(F)F)=O.CCOC(C)=O, predict the reaction product. The product is: [C:1]([N:4]1[CH2:9][CH2:8][C:7]([C:11]2[CH:16]=[CH:15][C:14]([NH:17][C:18]([C:20]3[NH:21][CH:22]=[C:23]([C:25]#[N:26])[N:24]=3)=[O:19])=[C:13]([C:27]3[CH2:32][CH2:31][C:30]([CH3:34])([CH3:33])[CH2:29][CH:28]=3)[CH:12]=2)([N:35]=[N+:36]=[N-:37])[CH2:6][CH2:5]1)(=[O:3])[CH3:2]. (2) Given the reactants [F:1][C:2]([F:32])([F:31])[C:3]1[CH:4]=[C:5]([C@H:13]([O:15][C@H:16]2[CH2:20][CH2:19][C@@H:18]([C:21]([NH2:23])=O)[C@@H:17]2[C:24]2[CH:29]=[CH:28][C:27]([F:30])=[CH:26][CH:25]=2)[CH3:14])[CH:6]=[C:7]([C:9]([F:12])([F:11])[F:10])[CH:8]=1.B.CSC, predict the reaction product. The product is: [F:12][C:9]([F:10])([F:11])[C:7]1[CH:6]=[C:5]([C@H:13]([O:15][C@H:16]2[CH2:20][CH2:19][C@@H:18]([CH2:21][NH2:23])[C@@H:17]2[C:24]2[CH:25]=[CH:26][C:27]([F:30])=[CH:28][CH:29]=2)[CH3:14])[CH:4]=[C:3]([C:2]([F:32])([F:1])[F:31])[CH:8]=1. (3) The product is: [Cl:1][C:2]1[CH:10]=[CH:9][C:5]([C:6]([Cl:16])=[O:7])=[C:4]([N+:11]([O-:13])=[O:12])[CH:3]=1. Given the reactants [Cl:1][C:2]1[CH:10]=[CH:9][C:5]([C:6](O)=[O:7])=[C:4]([N+:11]([O-:13])=[O:12])[CH:3]=1.O=S(Cl)[Cl:16].Cl, predict the reaction product.